From a dataset of CYP2C19 inhibition data for predicting drug metabolism from PubChem BioAssay. Regression/Classification. Given a drug SMILES string, predict its absorption, distribution, metabolism, or excretion properties. Task type varies by dataset: regression for continuous measurements (e.g., permeability, clearance, half-life) or binary classification for categorical outcomes (e.g., BBB penetration, CYP inhibition). Dataset: cyp2c19_veith. (1) The drug is O=C(c1ccco1)N1CCC2(CC1)CCN(c1cccc(-c3ccccc3)c1)CC2. The result is 1 (inhibitor). (2) The compound is COc1ccccc1OC[C@H](O)CN1CCN(CC(=O)Nc2c(C)cccc2C)CC1. The result is 0 (non-inhibitor). (3) The compound is CC(=O)Oc1ccccc1C(=O)Oc1ccccc1C(=O)O. The result is 0 (non-inhibitor).